The task is: Regression. Given two drug SMILES strings and cell line genomic features, predict the synergy score measuring deviation from expected non-interaction effect.. This data is from NCI-60 drug combinations with 297,098 pairs across 59 cell lines. (1) Drug 1: CCC1=CC2CC(C3=C(CN(C2)C1)C4=CC=CC=C4N3)(C5=C(C=C6C(=C5)C78CCN9C7C(C=CC9)(C(C(C8N6C)(C(=O)OC)O)OC(=O)C)CC)OC)C(=O)OC.C(C(C(=O)O)O)(C(=O)O)O. Drug 2: CC1C(C(CC(O1)OC2CC(CC3=C2C(=C4C(=C3O)C(=O)C5=CC=CC=C5C4=O)O)(C(=O)C)O)N)O. Cell line: HCT-15. Synergy scores: CSS=32.9, Synergy_ZIP=-1.04, Synergy_Bliss=-0.310, Synergy_Loewe=-9.26, Synergy_HSA=1.27. (2) Drug 1: CC1=C2C(C(=O)C3(C(CC4C(C3C(C(C2(C)C)(CC1OC(=O)C(C(C5=CC=CC=C5)NC(=O)OC(C)(C)C)O)O)OC(=O)C6=CC=CC=C6)(CO4)OC(=O)C)OC)C)OC. Drug 2: CS(=O)(=O)CCNCC1=CC=C(O1)C2=CC3=C(C=C2)N=CN=C3NC4=CC(=C(C=C4)OCC5=CC(=CC=C5)F)Cl. Cell line: SK-MEL-2. Synergy scores: CSS=57.5, Synergy_ZIP=8.55, Synergy_Bliss=8.87, Synergy_Loewe=-26.1, Synergy_HSA=7.07. (3) Drug 1: C1=NC2=C(N=C(N=C2N1C3C(C(C(O3)CO)O)F)Cl)N. Drug 2: C1=CC=C(C(=C1)C(C2=CC=C(C=C2)Cl)C(Cl)Cl)Cl. Cell line: M14. Synergy scores: CSS=-2.99, Synergy_ZIP=2.35, Synergy_Bliss=1.83, Synergy_Loewe=-2.23, Synergy_HSA=-1.86. (4) Drug 1: CN1C2=C(C=C(C=C2)N(CCCl)CCCl)N=C1CCCC(=O)O.Cl. Drug 2: CC(C)CN1C=NC2=C1C3=CC=CC=C3N=C2N. Cell line: SF-268. Synergy scores: CSS=-0.887, Synergy_ZIP=0.275, Synergy_Bliss=0.337, Synergy_Loewe=-1.63, Synergy_HSA=-1.26. (5) Drug 1: C1=CC=C(C=C1)NC(=O)CCCCCCC(=O)NO. Drug 2: CN1C2=C(C=C(C=C2)N(CCCl)CCCl)N=C1CCCC(=O)O.Cl. Cell line: ACHN. Synergy scores: CSS=13.4, Synergy_ZIP=-2.52, Synergy_Bliss=-0.939, Synergy_Loewe=-46.6, Synergy_HSA=-3.88.